Task: Predict the reactants needed to synthesize the given product.. Dataset: Full USPTO retrosynthesis dataset with 1.9M reactions from patents (1976-2016) (1) Given the product [C:1]([O:5][C:6]([N:8]1[CH2:9][CH2:10][N:11]([C:14]([C:16]2[C:17]3[C:31]([CH2:32][CH2:33][C:34]4[CH:39]=[CH:38][CH:37]=[CH:36][CH:35]=4)=[N:30][N:29]([CH:40]4[CH2:45][CH2:44][CH2:43][CH2:42][O:41]4)[C:18]=3[N:19]=[C:20]([C:22]3[CH:23]=[CH:24][C:25]([OH:28])=[CH:26][CH:27]=3)[CH:21]=2)=[O:15])[CH2:12][CH2:13]1)=[O:7])([CH3:4])([CH3:2])[CH3:3], predict the reactants needed to synthesize it. The reactants are: [C:1]([O:5][C:6]([N:8]1[CH2:13][CH2:12][N:11]([C:14]([C:16]2[C:17]3[C:31](/[CH:32]=[CH:33]/[C:34]4[CH:39]=[CH:38][CH:37]=[CH:36][CH:35]=4)=[N:30][N:29]([CH:40]4[CH2:45][CH2:44][CH2:43][CH2:42][O:41]4)[C:18]=3[N:19]=[C:20]([C:22]3[CH:27]=[CH:26][C:25]([OH:28])=[CH:24][CH:23]=3)[CH:21]=2)=[O:15])[CH2:10][CH2:9]1)=[O:7])([CH3:4])([CH3:3])[CH3:2]. (2) Given the product [Cl:19][C:18]1[C:4]2[N:3]=[C:2]([NH:29][C:28]3[CH:27]=[C:26]([Cl:25])[CH:32]=[C:31]([Cl:33])[CH:30]=3)[N:6]([CH2:7][CH2:8][CH2:9][C:10]([O:12][CH2:13][CH3:14])=[O:11])[C:5]=2[C:15]([CH:20]([CH2:23][CH3:24])[CH2:21][CH3:22])=[CH:16][CH:17]=1, predict the reactants needed to synthesize it. The reactants are: Cl[C:2]1[N:6]([CH2:7][CH2:8][CH2:9][C:10]([O:12][CH2:13][CH3:14])=[O:11])[C:5]2[C:15]([CH:20]([CH2:23][CH3:24])[CH2:21][CH3:22])=[CH:16][CH:17]=[C:18]([Cl:19])[C:4]=2[N:3]=1.[Cl:25][C:26]1[CH:27]=[C:28]([CH:30]=[C:31]([Cl:33])[CH:32]=1)[NH2:29].O.C1(C)C=CC(S(O)(=O)=O)=CC=1.C(=O)(O)[O-].[Na+]. (3) The reactants are: C(N(CC)CC)C.[NH2:8][C@@H:9]1[CH2:15][CH2:14][C@@H:13]([C:16]2[CH:21]=[CH:20][CH:19]=[C:18]([F:22])[C:17]=2[F:23])[CH2:12][N:11]([CH2:24][C:25]([OH:28])([CH3:27])[CH3:26])[C:10]1=[O:29].Cl[C:31](OC1C=CC([N+]([O-])=O)=CC=1)=[O:32].Cl.Cl.[O:45]=[C:46]1[NH:54][C:49]2=[N:50][CH:51]=[CH:52][CH:53]=[C:48]2[N:47]1[CH:55]1[CH2:60][CH2:59][NH:58][CH2:57][CH2:56]1. Given the product [F:23][C:17]1[C:18]([F:22])=[CH:19][CH:20]=[CH:21][C:16]=1[C@H:13]1[CH2:12][N:11]([CH2:24][C:25]([OH:28])([CH3:26])[CH3:27])[C:10](=[O:29])[C@H:9]([NH:8][C:31]([N:58]2[CH2:59][CH2:60][CH:55]([N:47]3[C:48]4[C:49](=[N:50][CH:51]=[CH:52][CH:53]=4)[NH:54][C:46]3=[O:45])[CH2:56][CH2:57]2)=[O:32])[CH2:15][CH2:14]1, predict the reactants needed to synthesize it. (4) Given the product [C:1]([S:4][CH2:5][C:6]([NH:8][CH:9]([CH2:24][C:25]([OH:27])=[O:26])[C:10](=[O:23])[CH2:11][O:12][C:13](=[O:22])[C:14]1[C:15]([Cl:21])=[CH:16][CH:17]=[CH:18][C:19]=1[Cl:20])=[O:7])(=[O:3])[CH3:2], predict the reactants needed to synthesize it. The reactants are: [C:1]([S:4][CH2:5][C:6]([NH:8][CH:9]([CH2:24][C:25]([O:27]C(C)(C)C)=[O:26])[C:10](=[O:23])[CH2:11][O:12][C:13](=[O:22])[C:14]1[C:19]([Cl:20])=[CH:18][CH:17]=[CH:16][C:15]=1[Cl:21])=[O:7])(=[O:3])[CH3:2].FC(F)(F)C(O)=O. (5) Given the product [ClH:1].[OH:16][C:17]1[NH:18][C:19]2[C:24]([C:25]=1[C:2]1[CH:3]=[CH:4][C:5]([CH2:9][N:10]3[CH2:15][CH2:14][CH2:13][CH2:12][CH2:11]3)=[CH:6][N:7]=1)=[CH:23][CH:22]=[C:21]([C:26]#[N:27])[CH:20]=2, predict the reactants needed to synthesize it. The reactants are: [Cl:1][C:2]1[N+:7]([O-])=[CH:6][C:5]([CH2:9][N:10]2[CH2:15][CH2:14][CH2:13][CH2:12][CH2:11]2)=[CH:4][CH:3]=1.[O:16]=[C:17]1[CH2:25][C:24]2[C:19](=[CH:20][C:21]([C:26]#[N:27])=[CH:22][CH:23]=2)[NH:18]1.C[Si]([N-][Si](C)(C)C)(C)C.[Na+]. (6) Given the product [Br:38][C:32]1[CH:33]=[CH:34][C:35]([F:37])=[CH:36][C:31]=1[C:28]([CH3:29])([CH3:30])[CH2:27][C:26](=[O:39])[C:25]([NH:45][C:46]1[CH:47]=[CH:48][C:49]2[C:54](=[O:55])[O:53][N:52]=[C:51]([CH3:56])[C:50]=2[CH:57]=1)=[O:40], predict the reactants needed to synthesize it. The reactants are: CC(OI1(OC(C)=O)(OC(C)=O)OC(=O)C2C1=CC=CC=2)=O.CO[C:25](=[O:40])[CH:26]([OH:39])[CH2:27][C:28]([C:31]1[CH:36]=[C:35]([F:37])[CH:34]=[CH:33][C:32]=1[Br:38])([CH3:30])[CH3:29].S(Cl)(Cl)=O.[NH2:45][C:46]1[CH:47]=[CH:48][C:49]2[C:54](=[O:55])[O:53][N:52]=[C:51]([CH3:56])[C:50]=2[CH:57]=1.C(O)(=O)CC(CC(O)=O)(C(O)=O)O.